This data is from Catalyst prediction with 721,799 reactions and 888 catalyst types from USPTO. The task is: Predict which catalyst facilitates the given reaction. (1) Reactant: [F:1][C:2]1[CH:7]=[CH:6][C:5]([OH:8])=[C:4]([O:9][CH3:10])[CH:3]=1.N1C=CC=CC=1.[C:17](Cl)(=[O:19])[CH3:18]. Product: [C:17]([O:8][C:5]1[CH:6]=[CH:7][C:2]([F:1])=[CH:3][C:4]=1[O:9][CH3:10])(=[O:19])[CH3:18]. The catalyst class is: 91. (2) The catalyst class is: 8. Reactant: [O:1]=[C:2]1[NH:7][C:6]([CH2:8][N:9]2C(=O)C3C(=CC=CC=3)C2=O)=[N:5][C:4]2[N:20]=[CH:21][CH:22]=[CH:23][C:3]1=2.O.NN.C(=O)([O-])[O-].[Na+].[Na+].O. Product: [NH2:9][CH2:8][C:6]1[NH:7][C:2](=[O:1])[C:3]2[CH:23]=[CH:22][CH:21]=[N:20][C:4]=2[N:5]=1. (3) Reactant: [CH3:1][N:2]1[C:12]2[C:7](=[CH:8][CH:9]=[CH:10][CH:11]=2)[C:5](=[O:6])[C:3]1=[O:4].[N+:13]([CH3:16])([O-:15])=[O:14]. Product: [OH:6][C:5]1([CH2:16][N+:13]([O-:15])=[O:14])[C:7]2[C:12](=[CH:11][CH:10]=[CH:9][CH:8]=2)[N:2]([CH3:1])[C:3]1=[O:4]. The catalyst class is: 6.